Dataset: NCI-60 drug combinations with 297,098 pairs across 59 cell lines. Task: Regression. Given two drug SMILES strings and cell line genomic features, predict the synergy score measuring deviation from expected non-interaction effect. (1) Drug 1: CC12CCC3C(C1CCC2=O)CC(=C)C4=CC(=O)C=CC34C. Drug 2: C1=CC(=CC=C1CCC2=CNC3=C2C(=O)NC(=N3)N)C(=O)NC(CCC(=O)O)C(=O)O. Cell line: SNB-19. Synergy scores: CSS=44.0, Synergy_ZIP=-1.37, Synergy_Bliss=-2.96, Synergy_Loewe=-1.52, Synergy_HSA=0.359. (2) Drug 1: C1=CC(=CC=C1C#N)C(C2=CC=C(C=C2)C#N)N3C=NC=N3. Drug 2: CC1=C2C(C(=O)C3(C(CC4C(C3C(C(C2(C)C)(CC1OC(=O)C(C(C5=CC=CC=C5)NC(=O)C6=CC=CC=C6)O)O)OC(=O)C7=CC=CC=C7)(CO4)OC(=O)C)O)C)OC(=O)C. Synergy scores: CSS=-0.171, Synergy_ZIP=3.24, Synergy_Bliss=3.62, Synergy_Loewe=-27.0, Synergy_HSA=-10.1. Cell line: OVCAR-8. (3) Drug 1: C1=CC(=CC=C1CC(C(=O)O)N)N(CCCl)CCCl.Cl. Drug 2: CCN(CC)CCCC(C)NC1=C2C=C(C=CC2=NC3=C1C=CC(=C3)Cl)OC. Cell line: KM12. Synergy scores: CSS=15.0, Synergy_ZIP=-4.26, Synergy_Bliss=-6.98, Synergy_Loewe=-4.40, Synergy_HSA=-4.36.